From a dataset of Peptide-MHC class I binding affinity with 185,985 pairs from IEDB/IMGT. Regression. Given a peptide amino acid sequence and an MHC pseudo amino acid sequence, predict their binding affinity value. This is MHC class I binding data. (1) The peptide sequence is IYTVIYYIF. The MHC is HLA-A30:01 with pseudo-sequence HLA-A30:01. The binding affinity (normalized) is 0.0847. (2) The peptide sequence is KELYPLTSL. The MHC is HLA-B35:01 with pseudo-sequence HLA-B35:01. The binding affinity (normalized) is 0. (3) The peptide sequence is EELKSLFNTV. The MHC is HLA-A02:06 with pseudo-sequence HLA-A02:06. The binding affinity (normalized) is 0.423. (4) The peptide sequence is AYKKQFSQY. The MHC is HLA-A29:02 with pseudo-sequence HLA-A29:02. The binding affinity (normalized) is 0.571.